From a dataset of Forward reaction prediction with 1.9M reactions from USPTO patents (1976-2016). Predict the product of the given reaction. Given the reactants [CH3:1][O:2][C:3]1[CH:4]=[C:5]([NH:14][C:15](=[O:20])[C:16]([O:18]C)=[O:17])[CH:6]=[CH:7][C:8]=1[C:9]1[O:13][CH:12]=[N:11][CH:10]=1.[OH-].[Na+], predict the reaction product. The product is: [CH3:1][O:2][C:3]1[CH:4]=[C:5]([NH:14][C:15](=[O:20])[C:16]([OH:18])=[O:17])[CH:6]=[CH:7][C:8]=1[C:9]1[O:13][CH:12]=[N:11][CH:10]=1.